Dataset: Catalyst prediction with 721,799 reactions and 888 catalyst types from USPTO. Task: Predict which catalyst facilitates the given reaction. (1) Reactant: Br[C:2]1[CH:7]=[C:6]([N+:8]([O-:10])=[O:9])[CH:5]=[CH:4][C:3]=1[C:11]([CH3:15])([CH3:14])[C:12]#[N:13].C(B(CC)[C:19]1[CH:20]=[N:21][CH:22]=[CH:23][CH:24]=1)C.C([O-])([O-])=O.[K+].[K+]. The catalyst class is: 12. Product: [CH3:14][C:11]([C:3]1[CH:4]=[CH:5][C:6]([N+:8]([O-:10])=[O:9])=[CH:7][C:2]=1[C:19]1[CH:20]=[N:21][CH:22]=[CH:23][CH:24]=1)([CH3:15])[C:12]#[N:13]. (2) Reactant: Br[Zn][CH2:3][C:4]([O:6][CH2:7][CH3:8])=[O:5].C1COCC1.[C:14]1(=[O:20])[CH2:19][CH2:18][CH2:17][CH:16]=[CH:15]1.Cl. Product: [OH:20][C:14]1([CH2:3][C:4]([O:6][CH2:7][CH3:8])=[O:5])[CH2:19][CH2:18][CH2:17][CH:16]=[CH:15]1. The catalyst class is: 133. (3) Reactant: C(OC(=O)[NH:7][CH2:8][C:9]1[CH:10]=[C:11]([C:15]2[CH:20]=[CH:19][CH:18]=[C:17]([CH2:21][NH:22][C:23]3[N:28]=[C:27]([N:29]4[CH2:35][CH2:34][C:33]5[N:36]=[CH:37][NH:38][C:32]=5[CH2:31][CH2:30]4)[C:26]([N+:39]([O-:41])=[O:40])=[CH:25][N:24]=3)[C:16]=2[CH3:42])[CH:12]=[CH:13][CH:14]=1)(C)(C)C.Cl.O1CCOCC1. Product: [NH2:7][CH2:8][C:9]1[CH:10]=[C:11]([C:15]2[CH:20]=[CH:19][CH:18]=[C:17]([CH2:21][NH:22][C:23]3[N:28]=[C:27]([N:29]4[CH2:35][CH2:34][C:33]5[N:36]=[CH:37][NH:38][C:32]=5[CH2:31][CH2:30]4)[C:26]([N+:39]([O-:41])=[O:40])=[CH:25][N:24]=3)[C:16]=2[CH3:42])[CH:12]=[CH:13][CH:14]=1. The catalyst class is: 4. (4) The catalyst class is: 12. Reactant: [O:1]=[S:2]1(=[O:27])[CH2:8][CH2:7][CH2:6][CH:5]([C:9]2[C:17]3[C:12](=[C:13]([C:24]([OH:26])=O)[CH:14]=[C:15]([C:18]4[CH:23]=[CH:22][CH:21]=[CH:20][CH:19]=4)[CH:16]=3)[NH:11][CH:10]=2)[CH2:4][CH2:3]1.C1C=CC2N(O)N=[N:34]C=2C=1.C(Cl)CCl.N. Product: [O:1]=[S:2]1(=[O:27])[CH2:8][CH2:7][CH2:6][CH:5]([C:9]2[C:17]3[C:12](=[C:13]([C:24]([NH2:34])=[O:26])[CH:14]=[C:15]([C:18]4[CH:23]=[CH:22][CH:21]=[CH:20][CH:19]=4)[CH:16]=3)[NH:11][CH:10]=2)[CH2:4][CH2:3]1. (5) Reactant: [Cl-].O[NH3+:3].[C:4](=[O:7])([O-])[OH:5].[Na+].CS(C)=O.[OH:13][C@@H:14]([CH3:52])[C@H:15]([O:17][C:18]1[CH:23]=[CH:22][C:21]([N:24]2[C:29](=[O:30])[C:28]([CH2:31][C:32]3[CH:37]=[CH:36][C:35]([C:38]4[C:39]([C:44]#[N:45])=[CH:40][CH:41]=[CH:42][CH:43]=4)=[CH:34][CH:33]=3)=[C:27]([CH2:46][CH2:47][CH3:48])[N:26]3[N:49]=[CH:50][CH:51]=[C:25]23)=[CH:20][CH:19]=1)[CH3:16]. Product: [OH:13][C@@H:14]([CH3:52])[C@H:15]([O:17][C:18]1[CH:23]=[CH:22][C:21]([N:24]2[C:29](=[O:30])[C:28]([CH2:31][C:32]3[CH:37]=[CH:36][C:35]([C:38]4[CH:43]=[CH:42][CH:41]=[CH:40][C:39]=4[C:44]4[NH:3][C:4](=[O:7])[O:5][N:45]=4)=[CH:34][CH:33]=3)=[C:27]([CH2:46][CH2:47][CH3:48])[N:26]3[N:49]=[CH:50][CH:51]=[C:25]23)=[CH:20][CH:19]=1)[CH3:16]. The catalyst class is: 13. (6) Reactant: [C:1]1([C:7]2[CH:12]=[CH:11][CH:10]=[C:9]([C:13]3[CH:18]=[CH:17][CH:16]=[CH:15][CH:14]=3)[C:8]=2CC#N)[CH:6]=[CH:5][CH:4]=[CH:3][CH:2]=1.[C:22]([OH:25])(=[O:24])[CH3:23].S(=O)(=O)(O)O.O. Product: [C:1]1([C:7]2[CH:12]=[CH:11][CH:10]=[C:9]([C:13]3[CH:14]=[CH:15][CH:16]=[CH:17][CH:18]=3)[C:8]=2[CH2:23][C:22]([OH:25])=[O:24])[CH:2]=[CH:3][CH:4]=[CH:5][CH:6]=1. The catalyst class is: 6. (7) Reactant: [F:1][CH:2]([F:40])[O:3][C:4]1[CH:9]=[CH:8][CH:7]=[CH:6][C:5]=1[CH2:10][N:11]1[C:15]2[CH:16]=[C:17]([C:21]3[CH:22]=[N:23][C:24]([C:27]4([OH:38])[CH2:30][N:29]([C:31]([O:33]C(C)(C)C)=[O:32])[CH2:28]4)=[N:25][CH:26]=3)[C:18]([F:20])=[CH:19][C:14]=2[N:13]=[C:12]1[CH3:39].Cl. Product: [CH:31]([OH:33])=[O:32].[F:40][CH:2]([F:1])[O:3][C:4]1[CH:9]=[CH:8][CH:7]=[CH:6][C:5]=1[CH2:10][N:11]1[C:15]2[CH:16]=[C:17]([C:21]3[CH:26]=[N:25][C:24]([C:27]4([OH:38])[CH2:30][NH:29][CH2:28]4)=[N:23][CH:22]=3)[C:18]([F:20])=[CH:19][C:14]=2[N:13]=[C:12]1[CH3:39]. The catalyst class is: 12. (8) Reactant: C[Si]([N-][Si](C)(C)C)(C)C.[Li+].[C:11]1([CH:17]([CH3:21])[C:18]([OH:20])=[O:19])[CH:16]=[CH:15][CH:14]=[CH:13][CH:12]=1.Br[CH2:23][CH2:24][C@@H:25]([CH3:28])[CH2:26][CH3:27]. Product: [CH3:21][C:17]([C:11]1[CH:16]=[CH:15][CH:14]=[CH:13][CH:12]=1)([CH2:23][CH2:24][C@@H:25]([CH3:28])[CH2:26][CH3:27])[C:18]([OH:20])=[O:19]. The catalyst class is: 7. (9) Reactant: [F:1][C:2]1[CH:7]=[CH:6][C:5]([CH2:8]O)=[C:4]([CH3:10])[CH:3]=1.O=S(Cl)[Cl:13]. Product: [Cl:13][CH2:8][C:5]1[CH:6]=[CH:7][C:2]([F:1])=[CH:3][C:4]=1[CH3:10]. The catalyst class is: 2. (10) Reactant: N.[Li].[C:3]([O:7][C:8]([N:10]1[CH2:14][C@H:13]([O:15]CC2C=CC=CC=2)[CH2:12][C@H:11]1[CH2:23][CH3:24])=[O:9])([CH3:6])([CH3:5])[CH3:4].C(O)(C)(C)C. Product: [C:3]([O:7][C:8]([N:10]1[CH2:14][C@H:13]([OH:15])[CH2:12][C@H:11]1[CH2:23][CH3:24])=[O:9])([CH3:6])([CH3:5])[CH3:4]. The catalyst class is: 1.